From a dataset of Full USPTO retrosynthesis dataset with 1.9M reactions from patents (1976-2016). Predict the reactants needed to synthesize the given product. (1) Given the product [CH3:26][CH:24]([CH3:25])[C@@H:22]([N:23]1[C:39](=[O:40])[C:38]2=[CH:37][N:36]([S:42]([C:45]3[CH:51]=[CH:50][C:48]([CH3:49])=[CH:47][CH:46]=3)(=[O:44])=[O:43])[C:32]3[C:31]2=[C:30]([CH:35]=[CH:34][N:33]=3)[CH2:28]1)[C:21]([O:20][C:16]([CH3:19])([CH3:18])[CH3:17])=[O:27], predict the reactants needed to synthesize it. The reactants are: C(O[BH-](OC(=O)C)OC(=O)C)(=O)C.[Na+].Cl.[C:16]([O:20][C:21](=[O:27])[C@@H:22]([CH:24]([CH3:26])[CH3:25])[NH2:23])([CH3:19])([CH3:18])[CH3:17].[CH:28]([C:30]1[CH:35]=[CH:34][N:33]=[C:32]2[N:36]([S:42]([C:45]3[CH:51]=[CH:50][C:48]([CH3:49])=[CH:47][CH:46]=3)(=[O:44])=[O:43])[CH:37]=[C:38]([C:39](O)=[O:40])[C:31]=12)=O.CN(C(ON1N=NC2C=CC=NC1=2)=[N+](C)C)C.F[P-](F)(F)(F)(F)F.CN1CCOCC1. (2) The reactants are: [CH3:1][C:2]1([CH3:28])[CH2:7][C:6]([CH3:9])([CH3:8])[CH2:5][CH:4]([C:10]2[CH:15]=[CH:14][CH:13]=[CH:12][C:11]=2[N:16]2[CH2:21][CH2:20][N:19]([CH2:22][C@@H:23]3[CH2:25][C@H:24]3[CH2:26]O)[CH2:18][CH2:17]2)[CH2:3]1.[CH2:29]([N:31](CC)CC)C.CS(Cl)(=O)=O.[Cl-].[NH4+].[C-]#N.[K+]. Given the product [CH3:1][C:2]1([CH3:28])[CH2:7][C:6]([CH3:9])([CH3:8])[CH2:5][CH:4]([C:10]2[CH:15]=[CH:14][CH:13]=[CH:12][C:11]=2[N:16]2[CH2:21][CH2:20][N:19]([CH2:22][C@@H:23]3[CH2:25][C@H:24]3[CH2:26][C:29]#[N:31])[CH2:18][CH2:17]2)[CH2:3]1, predict the reactants needed to synthesize it. (3) Given the product [Cl:1][C:2]1[CH:11]=[C:10]2[C:5]([C:6]([N:12]3[CH2:17][CH2:16][N:15]([C:18]([O:20][C:21]([CH3:22])([CH3:23])[CH3:24])=[O:19])[C@H:14]([CH2:25][OH:26])[CH2:13]3)=[N:7][CH:8]=[N:9]2)=[CH:4][C:3]=1[C:29]1[CH:34]=[CH:33][C:32]([Cl:35])=[CH:31][CH:30]=1, predict the reactants needed to synthesize it. The reactants are: [Cl:1][C:2]1[CH:11]=[C:10]2[C:5]([C:6]([N:12]3[CH2:17][CH2:16][N:15]([C:18]([O:20][C:21]([CH3:24])([CH3:23])[CH3:22])=[O:19])[C@H:14]([C:25](OC)=[O:26])[CH2:13]3)=[N:7][CH:8]=[N:9]2)=[CH:4][C:3]=1[C:29]1[CH:34]=[CH:33][C:32]([Cl:35])=[CH:31][CH:30]=1.[Cl-].[Cl-].[Ca+2].[BH4-].[Na+]. (4) Given the product [CH2:2]([O:1][CH2:6][CH2:7][CH2:8][CH2:9][CH2:10][CH2:11][C:12]([O:14][CH2:15][CH3:16])=[O:13])[CH3:3], predict the reactants needed to synthesize it. The reactants are: [O-:1][CH2:2][CH3:3].[Na+].Br[CH2:6][CH2:7][CH2:8][CH2:9][CH2:10][CH2:11][C:12]([O:14][CH2:15][CH3:16])=[O:13].